This data is from Forward reaction prediction with 1.9M reactions from USPTO patents (1976-2016). The task is: Predict the product of the given reaction. Given the reactants O[C:2]1[C:3]([C:11]2([CH2:25][OH:26])[C:15](=[O:16])[N:14]([CH2:17][CH2:18][CH2:19][CH2:20][CH3:21])[C:13]3[CH:22]=[CH:23][S:24][C:12]2=3)=[CH:4][C:5]2[O:9][CH2:8][O:7][C:6]=2[CH:10]=1.OC1C(C2(CO)C3C(=NC=CC=3)N(CCCCC)C2=O)=CC2OCOC=2C=1, predict the reaction product. The product is: [CH2:17]([N:14]1[C:15](=[O:16])[C:11]2([C:3]3=[CH:4][C:5]4[O:9][CH2:8][O:7][C:6]=4[CH:10]=[C:2]3[O:26][CH2:25]2)[C:12]2[S:24][CH:23]=[CH:22][C:13]1=2)[CH2:18][CH2:19][CH2:20][CH3:21].